This data is from Reaction yield outcomes from USPTO patents with 853,638 reactions. The task is: Predict the reaction yield, written as a fraction of the theoretical maximum amount of product (1.0 means a 100% yield; for example, 0.34 means a 34% yield). (1) The reactants are CC1C=CC(S(OCC2CC3C=CC=C(C4C=CC5C(=CC=CC=5)C=4)C=3O2)(=O)=O)=CC=1.[N-]=[N+]=[N-].[Na+].N(CC1CC2C=C(Cl)C=C(C3C=CSC=3)C=2O1)=[N+]=[N-].[N:55]([CH2:58][CH:59]1[CH2:63][C:62]2[CH:64]=[CH:65][CH:66]=[C:67]([C:68]3[CH:77]=[CH:76][C:75]4[C:70](=[CH:71][CH:72]=[CH:73][CH:74]=4)[CH:69]=3)[C:61]=2[O:60]1)=[N+]=[N-].[N-]=[N+]=[N-]. The catalyst is [Pd]. The product is [CH:69]1[C:70]2[C:75](=[CH:74][CH:73]=[CH:72][CH:71]=2)[CH:76]=[CH:77][C:68]=1[C:67]1[C:61]2[O:60][CH:59]([CH2:58][NH2:55])[CH2:63][C:62]=2[CH:64]=[CH:65][CH:66]=1. The yield is 0.480. (2) The product is [Br:1][C:2]1[CH:3]=[N:4][C:5]([O:11][CH3:12])=[C:6]([CH:10]=1)[C:17]([O:21][CH3:20])=[O:18]. The catalyst is S(Cl)(Cl)=O.C(O)(=O)C. The reactants are [Br:1][C:2]1[CH:3]=[N:4][C:5]([OH:11])=[C:6]([CH:10]=1)C(O)=O.[CH3:12]N(C)C=O.[CH3:17][O-:18].[Na+].[CH3:20][OH:21]. The yield is 0.440. (3) The reactants are [CH3:1][N:2]1[CH:7]=[C:6](B2OC(C)(C)C(C)(C)O2)[CH:5]=[C:4]([N+:17]([O-:19])=[O:18])[C:3]1=[O:20].[C:21]([O:24][CH2:25][C:26]1[C:31](B2OC(C)(C)C(C)(C)O2)=[CH:30][CH:29]=[CH:28][C:27]=1[N:41]1[CH2:49][C:48]2[C:43](=[CH:44][CH:45]=[C:46]([C:50]([CH3:53])([CH3:52])[CH3:51])[CH:47]=2)[C:42]1=[O:54])(=[O:23])[CH3:22].C(=O)([O-])[O-].[Na+].[Na+].O1CCOCC1. The catalyst is C(OCC)(=O)C.O. The product is [C:21]([O:24][CH2:25][C:26]1[C:31]([C:6]2[CH:5]=[C:4]([N+:17]([O-:19])=[O:18])[C:3](=[O:20])[N:2]([CH3:1])[CH:7]=2)=[CH:30][CH:29]=[CH:28][C:27]=1[N:41]1[CH2:49][C:48]2[C:43](=[CH:44][CH:45]=[C:46]([C:50]([CH3:53])([CH3:52])[CH3:51])[CH:47]=2)[C:42]1=[O:54])(=[O:23])[CH3:22]. The yield is 0.810. (4) The reactants are [CH3:1][C:2]1[N:3]=[C:4]([C:13]2[CH:18]=[CH:17][CH:16]=[CH:15][CH:14]=2)[O:5][C:6]=1[CH2:7][C:8](OCC)=[O:9].[Li+].[BH4-].Cl. The catalyst is C1COCC1. The product is [CH3:1][C:2]1[N:3]=[C:4]([C:13]2[CH:18]=[CH:17][CH:16]=[CH:15][CH:14]=2)[O:5][C:6]=1[CH2:7][CH2:8][OH:9]. The yield is 0.250.